The task is: Regression. Given two drug SMILES strings and cell line genomic features, predict the synergy score measuring deviation from expected non-interaction effect.. This data is from NCI-60 drug combinations with 297,098 pairs across 59 cell lines. Drug 1: C1=CC(=CC=C1CCC2=CNC3=C2C(=O)NC(=N3)N)C(=O)NC(CCC(=O)O)C(=O)O. Drug 2: C1=C(C(=O)NC(=O)N1)N(CCCl)CCCl. Cell line: HCT116. Synergy scores: CSS=41.9, Synergy_ZIP=-2.26, Synergy_Bliss=-8.15, Synergy_Loewe=-6.29, Synergy_HSA=-3.41.